From a dataset of Catalyst prediction with 721,799 reactions and 888 catalyst types from USPTO. Predict which catalyst facilitates the given reaction. (1) Reactant: [Cl:1][C:2]1[CH:3]=[C:4]([N:10]2[C:14]([CH3:15])=[C:13]([CH2:16][C:17]3[CH:25]=[CH:24][C:20]([C:21]([OH:23])=O)=[CH:19][CH:18]=3)[C:12]([CH3:26])=[N:11]2)[CH:5]=[CH:6][C:7]=1[C:8]#[N:9].Cl.CN(C)CCCN=C=NCC.ON1C2C=CC=CC=2N=N1.[C:49]([NH2:53])([CH3:52])([CH3:51])[CH3:50].S([O-])(O)(=O)=O.[Na+]. Product: [C:49]([NH:53][C:21](=[O:23])[C:20]1[CH:19]=[CH:18][C:17]([CH2:16][C:13]2[C:12]([CH3:26])=[N:11][N:10]([C:4]3[CH:5]=[CH:6][C:7]([C:8]#[N:9])=[C:2]([Cl:1])[CH:3]=3)[C:14]=2[CH3:15])=[CH:25][CH:24]=1)([CH3:52])([CH3:51])[CH3:50]. The catalyst class is: 3. (2) Reactant: C([O:4][CH2:5][C:6]1[CH:11]=[C:10]([C:12]2[CH:13]=[N:14][C:15]([C:18]([F:21])([F:20])[F:19])=[N:16][CH:17]=2)[CH:9]=[C:8]([CH3:22])[N:7]=1)(=O)C.Cl.C(=O)(O)[O-].[Na+]. Product: [CH3:22][C:8]1[N:7]=[C:6]([CH2:5][OH:4])[CH:11]=[C:10]([C:12]2[CH:17]=[N:16][C:15]([C:18]([F:21])([F:19])[F:20])=[N:14][CH:13]=2)[CH:9]=1. The catalyst class is: 40. (3) Reactant: Cl[C:2]1[N:7]=[C:6]([Cl:8])[N:5]=[C:4]2[N:9]([C:12]3[CH:17]=[CH:16][CH:15]=[CH:14][CH:13]=3)[N:10]=[CH:11][C:3]=12.[CH3:18][C:19]1[NH:23][N:22]=[C:21]([NH2:24])[CH:20]=1.CCN(C(C)C)C(C)C.O. Product: [Cl:8][C:6]1[N:5]=[C:4]2[N:9]([C:12]3[CH:17]=[CH:16][CH:15]=[CH:14][CH:13]=3)[N:10]=[CH:11][C:3]2=[C:2]([NH:24][C:21]2[CH:20]=[C:19]([CH3:18])[NH:23][N:22]=2)[N:7]=1. The catalyst class is: 3. (4) Reactant: [Br:1][C:2]1[CH:3]=[N:4][C:5]2[C:10]([CH:11]=1)=[CH:9][C:8]([CH2:12][C:13]1[N:14]([NH2:19])[C:15]([NH2:18])=[N:16][N:17]=1)=[CH:7][CH:6]=2.[CH:20]([CH:22]=O)=O.C(O)(=O)C. Product: [Br:1][C:2]1[CH:3]=[N:4][C:5]2[C:10]([CH:11]=1)=[CH:9][C:8]([CH2:12][C:13]1[N:14]3[N:19]=[CH:20][CH:22]=[N:18][C:15]3=[N:16][N:17]=1)=[CH:7][CH:6]=2. The catalyst class is: 6. (5) Reactant: [Br:1][C:2]1[CH:3]=[C:4]([CH:23]2[C:32]3[C:31](=[O:33])[CH2:30][CH:29]([CH2:34][CH2:35][CH3:36])[CH2:28][C:27]=3[NH:26][C:25]([CH3:37])=[C:24]2[C:38]#[N:39])[CH:5]=[C:6]([O:19][CH:20]([CH3:22])[CH3:21])[C:7]=1[O:8]CC1C=CC([N+]([O-])=O)=CC=1.C(O)(=O)C. Product: [Br:1][C:2]1[CH:3]=[C:4]([CH:23]2[C:32]3[C:31](=[O:33])[CH2:30][CH:29]([CH2:34][CH2:35][CH3:36])[CH2:28][C:27]=3[NH:26][C:25]([CH3:37])=[C:24]2[C:38]#[N:39])[CH:5]=[C:6]([O:19][CH:20]([CH3:22])[CH3:21])[C:7]=1[OH:8]. The catalyst class is: 324. (6) Reactant: F[C:2]1[CH:7]=[C:6]([F:8])[CH:5]=[CH:4][C:3]=1[N+:9]([O-:11])=[O:10].[CH2:12](N(CC)CC)[CH3:13].C([CH:21]([SH:25])[C:22]([O-:24])=[O:23])C.CCCCCC.ClCCl. Product: [CH2:12]([O:24][C:22](=[O:23])[CH2:21][S:25][C:2]1[CH:7]=[C:6]([F:8])[CH:5]=[CH:4][C:3]=1[N+:9]([O-:11])=[O:10])[CH3:13]. The catalyst class is: 4. (7) Product: [Cl:21][C:19]1[CH:18]=[CH:17][C:15]2[NH:16][C:12]([CH:5]([NH2:4])[C:6]3[CH:11]=[CH:10][CH:9]=[CH:8][CH:7]=3)=[N:13][C:14]=2[CH:20]=1. The catalyst class is: 8. Reactant: C([NH:4][CH:5]([C:12]1[NH:16][C:15]2[CH:17]=[CH:18][C:19]([Cl:21])=[CH:20][C:14]=2[N:13]=1)[C:6]1[CH:11]=[CH:10][CH:9]=[CH:8][CH:7]=1)(=O)C.Cl. (8) Reactant: [Cl:1][C:2]1[C:3]([NH:24][C:25]2[CH:30]=[CH:29][CH:28]=[C:27]([Cl:31])[CH:26]=2)=[C:4]([C:9]([N:11]2[CH2:16][CH2:15][CH:14]([C:17]3[CH:22]=[CH:21][C:20]([F:23])=[CH:19][CH:18]=3)[CH2:13][CH2:12]2)=[O:10])[CH:5]=[N:6][C:7]=1Cl.[SH2:32].[Na]. Product: [Cl:1][C:2]1[C:3]([NH:24][C:25]2[CH:30]=[CH:29][CH:28]=[C:27]([Cl:31])[CH:26]=2)=[C:4]([C:9]([N:11]2[CH2:16][CH2:15][CH:14]([C:17]3[CH:22]=[CH:21][C:20]([F:23])=[CH:19][CH:18]=3)[CH2:13][CH2:12]2)=[O:10])[CH:5]=[N:6][C:7]=1[SH:32]. The catalyst class is: 163. (9) Reactant: [CH2:1]([C:11]1[CH:16]=[CH:15][CH:14]=[C:13]([F:17])[C:12]=1[F:18])[CH2:2][CH2:3][CH2:4][CH2:5][CH2:6][CH2:7][CH2:8][CH2:9][CH3:10].C([Li])CCC.CN(C)[CH:26]=[O:27]. Product: [CH2:1]([C:11]1[CH:16]=[CH:15][C:14]([CH:26]=[O:27])=[C:13]([F:17])[C:12]=1[F:18])[CH2:2][CH2:3][CH2:4][CH2:5][CH2:6][CH2:7][CH2:8][CH2:9][CH3:10]. The catalyst class is: 7.